Dataset: Forward reaction prediction with 1.9M reactions from USPTO patents (1976-2016). Task: Predict the product of the given reaction. (1) Given the reactants [I:1][C:2]1[C:3]([C:16](OC)=[O:17])=[N:4][N:5]([CH2:7][C:8]2[CH:13]=[CH:12][C:11]([O:14][CH3:15])=[CH:10][CH:9]=2)[CH:6]=1.CC(C[AlH]CC(C)C)C.CO.C([O-])([O-])=O.[K+].[K+], predict the reaction product. The product is: [I:1][C:2]1[C:3]([CH:16]=[O:17])=[N:4][N:5]([CH2:7][C:8]2[CH:9]=[CH:10][C:11]([O:14][CH3:15])=[CH:12][CH:13]=2)[CH:6]=1. (2) Given the reactants Cl[C:2]1[C:11]([C:12]([OH:14])=[O:13])=[CH:10][C:9]2[C:4](=[CH:5][CH:6]=[C:7]([Cl:15])[CH:8]=2)[N:3]=1.[NH2:16][CH:17]([CH2:27][O:28][CH2:29][C:30]1[CH:35]=[CH:34][CH:33]=[CH:32][CH:31]=1)[C:18]([NH:20][C:21]1[CH:26]=[CH:25][CH:24]=[CH:23][CH:22]=1)=[O:19].C(N[C@H](C(O)=O)COCC1C=CC=CC=1)(OC(C)(C)C)=O.NC1C=CC=CC=1.ON1C2C=CC=CC=2N=N1.C(O)(C(F)(F)F)=O, predict the reaction product. The product is: [CH2:29]([O:28][CH2:27][CH:17]([NH:16][C:2]1[C:11]([C:12]([OH:14])=[O:13])=[CH:10][C:9]2[C:4](=[CH:5][CH:6]=[C:7]([Cl:15])[CH:8]=2)[N:3]=1)[C:18](=[O:19])[NH:20][C:21]1[CH:26]=[CH:25][CH:24]=[CH:23][CH:22]=1)[C:30]1[CH:31]=[CH:32][CH:33]=[CH:34][CH:35]=1. (3) Given the reactants [N+:1]([C:4]1[CH:9]=[CH:8][C:7]([N:10]2[CH2:15][CH:14]3[CH2:16][CH:11]2[CH:12]([OH:17])[CH2:13]3)=[CH:6][CH:5]=1)([O-:3])=[O:2].CCN(CC)CC.S(=O)(=O)=O.N1C=CC=CC=1.CS(C)=O, predict the reaction product. The product is: [N+:1]([C:4]1[CH:9]=[CH:8][C:7]([N:10]2[CH2:15][CH:14]3[CH2:16][CH:11]2[C:12](=[O:17])[CH2:13]3)=[CH:6][CH:5]=1)([O-:3])=[O:2]. (4) Given the reactants [CH:1]([CH:3]1[CH2:7][O:6][C:5](=[O:8])[NH:4]1)=[CH2:2].C(=O)([O-])[O-].[K+].[K+].[CH3:15][C:16]1C=CC(S(OCCC#C)(=O)=O)=[CH:18][CH:17]=1, predict the reaction product. The product is: [CH2:18]([N:4]1[CH:3]([CH:1]=[CH2:2])[CH2:7][O:6][C:5]1=[O:8])[CH2:17][C:16]#[CH:15].